From a dataset of Catalyst prediction with 721,799 reactions and 888 catalyst types from USPTO. Predict which catalyst facilitates the given reaction. (1) The catalyst class is: 4. Product: [C:56]1([N:14]([C:8]2[CH:9]=[CH:10][CH:11]=[CH:12][CH:13]=2)[C:15]([C:17]2[C:25]3[C:20](=[CH:21][CH:22]=[CH:23][CH:24]=3)[N:19]([C:26]3[CH:52]=[C:51]([O:53][CH3:54])[C:50]([O:55][S:62]([C:65]([F:68])([F:67])[F:66])(=[O:64])=[O:63])=[CH:49][C:27]=3[C:28]([N:30]3[C@H:39]([CH2:40][NH:41][C:42](=[O:48])[O:43][C:44]([CH3:45])([CH3:47])[CH3:46])[CH2:38][C:37]4[C:32](=[CH:33][CH:34]=[CH:35][CH:36]=4)[CH2:31]3)=[O:29])[N:18]=2)=[O:16])[CH:61]=[CH:60][CH:59]=[CH:58][CH:57]=1. Reactant: C(N(CC)CC)C.[C:8]1([N:14]([C:56]2[CH:61]=[CH:60][CH:59]=[CH:58][CH:57]=2)[C:15]([C:17]2[C:25]3[C:20](=[CH:21][CH:22]=[CH:23][CH:24]=3)[N:19]([C:26]3[CH:52]=[C:51]([O:53][CH3:54])[C:50]([OH:55])=[CH:49][C:27]=3[C:28]([N:30]3[C@H:39]([CH2:40][NH:41][C:42](=[O:48])[O:43][C:44]([CH3:47])([CH3:46])[CH3:45])[CH2:38][C:37]4[C:32](=[CH:33][CH:34]=[CH:35][CH:36]=4)[CH2:31]3)=[O:29])[N:18]=2)=[O:16])[CH:13]=[CH:12][CH:11]=[CH:10][CH:9]=1.[S:62](O[S:62]([C:65]([F:68])([F:67])[F:66])(=[O:64])=[O:63])([C:65]([F:68])([F:67])[F:66])(=[O:64])=[O:63]. (2) Reactant: [H-].[Na+].Cl.[Cl:4][C:5]1[CH:6]=[C:7]2[C:11](=[CH:12][CH:13]=1)[NH:10][C:9]([C:14]1[CH:19]=[CH:18][C:17]([Cl:20])=[CH:16][CH:15]=1)=[C:8]2[CH2:21][CH2:22][CH2:23][N:24]1[CH2:29][CH2:28][C:27]([CH2:31][C:32]2[CH:37]=[CH:36][CH:35]=[CH:34][CH:33]=2)([OH:30])[CH2:26][CH2:25]1.[C:38](OC(=O)C)(=[O:40])[CH3:39].C(=O)([O-])O.[Na+]. Product: [C:38]([N:10]1[C:11]2[C:7](=[CH:6][C:5]([Cl:4])=[CH:13][CH:12]=2)[C:8]([CH2:21][CH2:22][CH2:23][N:24]2[CH2:29][CH2:28][C:27]([CH2:31][C:32]3[CH:33]=[CH:34][CH:35]=[CH:36][CH:37]=3)([OH:30])[CH2:26][CH2:25]2)=[C:9]1[C:14]1[CH:19]=[CH:18][C:17]([Cl:20])=[CH:16][CH:15]=1)(=[O:40])[CH3:39]. The catalyst class is: 30.